Dataset: Reaction yield outcomes from USPTO patents with 853,638 reactions. Task: Predict the reaction yield, written as a fraction of the theoretical maximum amount of product (1.0 means a 100% yield; for example, 0.34 means a 34% yield). (1) The product is [F:7][CH2:8][C:9]1[O:13][N:12]=[C:11]([C:14]([N:22]=[N+:23]=[N-:24])=[O:16])[CH:10]=1. The yield is 0.510. The reactants are C(Cl)(=O)C(Cl)=O.[F:7][CH2:8][C:9]1[O:13][N:12]=[C:11]([C:14]([OH:16])=O)[CH:10]=1.CN(C=O)C.[N-:22]=[N+:23]=[N-:24].[Na+]. The catalyst is C(Cl)Cl. (2) The reactants are [CH2:1]([N:3]1[C:7]2=[N:8][C:9]([CH2:33][CH3:34])=[C:10]([CH2:19][NH:20][C:21]([C:23]3[CH:24]=[C:25]([CH:30]=[CH:31][CH:32]=3)[C:26]([O:28]C)=[O:27])=[O:22])[C:11]([NH:12][CH:13]3[CH2:18][CH2:17][O:16][CH2:15][CH2:14]3)=[C:6]2[CH:5]=[N:4]1)[CH3:2].[Li+].[OH-].O.Cl. The catalyst is [Cl-].[Na+].O.C(Cl)Cl.CO. The product is [CH2:1]([N:3]1[C:7]2=[N:8][C:9]([CH2:33][CH3:34])=[C:10]([CH2:19][NH:20][C:21]([C:23]3[CH:24]=[C:25]([CH:30]=[CH:31][CH:32]=3)[C:26]([OH:28])=[O:27])=[O:22])[C:11]([NH:12][CH:13]3[CH2:18][CH2:17][O:16][CH2:15][CH2:14]3)=[C:6]2[CH:5]=[N:4]1)[CH3:2]. The yield is 0.860.